Dataset: Reaction yield outcomes from USPTO patents with 853,638 reactions. Task: Predict the reaction yield, written as a fraction of the theoretical maximum amount of product (1.0 means a 100% yield; for example, 0.34 means a 34% yield). The reactants are CN(C)[CH:3]=[C:4]([C:8]1[CH:13]=[CH:12][N:11]=[C:10]([S:14][CH3:15])[N:9]=1)[C:5](=O)[CH3:6].C([O-])([O-])=O.[K+].[K+].Cl.[NH2:24][C:25]([NH2:27])=[NH:26]. The catalyst is CN(C=O)C. The product is [CH3:6][C:5]1[C:4]([C:8]2[CH:13]=[CH:12][N:11]=[C:10]([S:14][CH3:15])[N:9]=2)=[CH:3][N:24]=[C:25]([NH2:27])[N:26]=1. The yield is 0.800.